Dataset: Reaction yield outcomes from USPTO patents with 853,638 reactions. Task: Predict the reaction yield, written as a fraction of the theoretical maximum amount of product (1.0 means a 100% yield; for example, 0.34 means a 34% yield). (1) The reactants are [OH-].[Na+].[C:3]([O:7][C:8]([N:10]1[CH2:15][CH2:14][C:13]([C:31](=[O:33])[NH2:32])([NH:16][C:17](=O)/[CH:18]=[CH:19]/[C:20]2[CH:25]=[CH:24][CH:23]=[C:22]([C:26]([F:29])([F:28])[F:27])[CH:21]=2)[CH2:12][CH2:11]1)=[O:9])([CH3:6])([CH3:5])[CH3:4]. The catalyst is C(O)C. The product is [C:3]([O:7][C:8]([N:10]1[CH2:15][CH2:14][C:13]2([N:16]=[C:17](/[CH:18]=[CH:19]/[C:20]3[CH:25]=[CH:24][CH:23]=[C:22]([C:26]([F:29])([F:28])[F:27])[CH:21]=3)[NH:32][C:31]2=[O:33])[CH2:12][CH2:11]1)=[O:9])([CH3:6])([CH3:5])[CH3:4]. The yield is 0.730. (2) The reactants are [CH3:1][C:2]1[CH:7]=[CH:6][C:5]([C:8]2[CH:13]=[C:12]([N+:14]([O-:16])=[O:15])[CH:11]=[C:10]([C:17]([OH:19])=[O:18])[CH:9]=2)=[CH:4][CH:3]=1.O=S(Cl)Cl.[CH3:24]O. No catalyst specified. The product is [CH3:24][O:18][C:17]([C:10]1[CH:9]=[C:8]([C:5]2[CH:6]=[CH:7][C:2]([CH3:1])=[CH:3][CH:4]=2)[CH:13]=[C:12]([N+:14]([O-:16])=[O:15])[CH:11]=1)=[O:19]. The yield is 0.920. (3) The reactants are [NH2:1][C:2]1[C:7]([N+:8]([O-])=O)=[CH:6][CH:5]=[CH:4][N:3]=1.[CH2:11]([O:18][C:19]1[CH:26]=[CH:25][C:22]([CH:23]=O)=[CH:21][CH:20]=1)[C:12]1[CH:17]=[CH:16][CH:15]=[CH:14][CH:13]=1.[O-]S(S([O-])=O)=O.[Na+].[Na+].[NH4+].[OH-]. The catalyst is CS(C)=O. The product is [CH2:11]([O:18][C:19]1[CH:20]=[CH:21][C:22]([C:23]2[NH:8][C:7]3[C:2]([N:1]=2)=[N:3][CH:4]=[CH:5][CH:6]=3)=[CH:25][CH:26]=1)[C:12]1[CH:13]=[CH:14][CH:15]=[CH:16][CH:17]=1. The yield is 0.150.